Dataset: Forward reaction prediction with 1.9M reactions from USPTO patents (1976-2016). Task: Predict the product of the given reaction. (1) Given the reactants [CH:1]([C:4]1[C:8]([C:9]([O:11][CH2:12][CH3:13])=[O:10])=[CH:7][NH:6][N:5]=1)([CH3:3])[CH3:2].I[C:15]1[CH:20]=[CH:19][CH:18]=[CH:17][CH:16]=1.C([O-])([O-])=O.[K+].[K+].CN[C@H]1CCCC[C@@H]1NC, predict the reaction product. The product is: [CH:1]([C:4]1[C:8]([C:9]([O:11][CH2:12][CH3:13])=[O:10])=[CH:7][N:6]([C:15]2[CH:20]=[CH:19][CH:18]=[CH:17][CH:16]=2)[N:5]=1)([CH3:3])[CH3:2]. (2) The product is: [CH3:1][N:2]([C:11]1[CH:12]=[CH:13][CH:14]=[C:15]2[C:19]=1[NH:18][C:17]([C:20]1[S:21][CH:22]([CH2:25][C:26]3[CH2:27][CH2:28][N:31]([CH3:30])[N:32]=3)[CH2:23][N:24]=1)=[CH:16]2)[S:3]([C:6]1[S:7][CH:8]=[CH:9][CH:10]=1)(=[O:5])=[O:4]. Given the reactants [CH3:1][N:2]([C:11]1[CH:12]=[CH:13][CH:14]=[C:15]2[C:19]=1[NH:18][C:17]([C:20]1[S:21][CH:22]([CH2:25][C:26](=O)[CH:27]=[CH2:28])[CH2:23][N:24]=1)=[CH:16]2)[S:3]([C:6]1[S:7][CH:8]=[CH:9][CH:10]=1)(=[O:5])=[O:4].[CH3:30][NH:31][NH2:32].O1CCCC1, predict the reaction product. (3) Given the reactants [OH:1][C:2]1[CH:7]=[CH:6][C:5](B(O)O)=[CH:4][CH:3]=1.[CH2:11]([O:18][C:19]1[CH:28]=[CH:27][C:22]([C:23]([O:25][CH3:26])=[O:24])=[CH:21][C:20]=1Br)[C:12]1[CH:17]=[CH:16][CH:15]=[CH:14][CH:13]=1.C(=O)([O-])[O-].[Cs+].[Cs+].CO, predict the reaction product. The product is: [CH2:11]([O:18][C:19]1[C:20]([C:5]2[CH:6]=[CH:7][C:2]([OH:1])=[CH:3][CH:4]=2)=[CH:21][C:22]([C:23]([O:25][CH3:26])=[O:24])=[CH:27][CH:28]=1)[C:12]1[CH:17]=[CH:16][CH:15]=[CH:14][CH:13]=1. (4) Given the reactants [F:1][C:2]1[CH:3]=[C:4]([CH:16]=[CH:17][CH:18]=1)[CH2:5][CH:6]1[CH2:11][CH:10]([C:12]([O:14][CH3:15])=[O:13])[CH2:9][CH2:8][NH:7]1.CCN(C(C)C)C(C)C.[C:28](Cl)(=[O:31])[O:29][CH3:30], predict the reaction product. The product is: [F:1][C:2]1[CH:3]=[C:4]([CH:16]=[CH:17][CH:18]=1)[CH2:5][CH:6]1[CH2:11][CH:10]([C:12]([O:14][CH3:15])=[O:13])[CH2:9][CH2:8][N:7]1[C:28]([O:29][CH3:30])=[O:31].